From a dataset of Reaction yield outcomes from USPTO patents with 853,638 reactions. Predict the reaction yield, written as a fraction of the theoretical maximum amount of product (1.0 means a 100% yield; for example, 0.34 means a 34% yield). The reactants are [NH2:1][C:2]([N:4]1[CH2:9][CH2:8][C:7]2[N:10]([CH2:36][CH2:37][CH2:38][N:39]3[CH2:44][CH2:43][O:42][CH2:41][C@@H:40]3[CH3:45])[N:11]=[C:12]([C:13]3[CH:14]=[CH:15][C:16]([Cl:35])=[C:17]([C:19]#[C:20][C:21]4[CH:22]=[CH:23][C:24]([Cl:34])=[C:25]([CH2:27][NH:28][CH2:29][C:30]([O:32]C)=[O:31])[CH:26]=4)[CH:18]=3)[C:6]=2[CH2:5]1)=[O:3].[Li+].[OH-].C1COCC1.CO. The catalyst is Cl.O. The product is [NH2:1][C:2]([N:4]1[CH2:9][CH2:8][C:7]2[N:10]([CH2:36][CH2:37][CH2:38][N:39]3[CH2:44][CH2:43][O:42][CH2:41][C@@H:40]3[CH3:45])[N:11]=[C:12]([C:13]3[CH:14]=[CH:15][C:16]([Cl:35])=[C:17]([C:19]#[C:20][C:21]4[CH:22]=[CH:23][C:24]([Cl:34])=[C:25]([CH2:27][NH:28][CH2:29][C:30]([OH:32])=[O:31])[CH:26]=4)[CH:18]=3)[C:6]=2[CH2:5]1)=[O:3]. The yield is 0.600.